This data is from Full USPTO retrosynthesis dataset with 1.9M reactions from patents (1976-2016). The task is: Predict the reactants needed to synthesize the given product. Given the product [CH3:1][O:2][C:3](=[O:29])[CH2:4][C:5]1[CH:6]=[C:7]([C:13]2[CH:18]=[CH:17][C:16]([C:19]([F:22])([F:20])[F:21])=[CH:15][C:14]=2[CH2:23][O:54][C:32](=[O:31])[CH3:33])[C:8]([O:11][CH3:12])=[CH:9][CH:10]=1, predict the reactants needed to synthesize it. The reactants are: [CH3:1][O:2][C:3](=[O:29])[CH2:4][C:5]1[CH:6]=[C:7]([C:13]2[CH:18]=[CH:17][C:16]([C:19]([F:22])([F:21])[F:20])=[CH:15][C:14]=2[CH2:23]NCC(=O)N)[C:8]([O:11][CH3:12])=[CH:9][CH:10]=1.C[O:31][C:32](=[O:54])[CH2:33]C1C=C(C2C=CC(C(F)(F)F)=CC=2CO)C(OC)=CC=1.C(N(CC)CC)C.C(Cl)(=O)C.